This data is from CYP3A4 inhibition data for predicting drug metabolism from PubChem BioAssay. The task is: Regression/Classification. Given a drug SMILES string, predict its absorption, distribution, metabolism, or excretion properties. Task type varies by dataset: regression for continuous measurements (e.g., permeability, clearance, half-life) or binary classification for categorical outcomes (e.g., BBB penetration, CYP inhibition). Dataset: cyp3a4_veith. (1) The molecule is O=C(O)Cc1ccc([N+](=O)[O-])cc1[N+](=O)[O-]. The result is 0 (non-inhibitor). (2) The molecule is CCN(CC)c1cc(C)c2cc(NC(=O)CNC(C)=O)ccc2n1. The result is 0 (non-inhibitor). (3) The molecule is CN(C)c1ncc2nc(-c3ccc(F)cc3)c(=O)n(-c3ccccc3)c2n1. The result is 0 (non-inhibitor). (4) The drug is Cc1c(NC(=O)CN2CCN(c3ccccc3)CC2)c(=O)n(-c2ccccc2)n1C. The result is 0 (non-inhibitor). (5) The compound is CC(=O)c1cccc(NS(=O)(=O)c2ccc(N/C=C\C(=O)c3ccc(F)cc3)cc2)c1. The result is 1 (inhibitor).